Dataset: Forward reaction prediction with 1.9M reactions from USPTO patents (1976-2016). Task: Predict the product of the given reaction. (1) Given the reactants [OH:1][C:2]1([C:6]2[CH:11]=[C:10]([C:12]([F:15])([F:14])[F:13])[N:9]=[C:8]([O:16][CH:17]3[CH2:22][CH2:21][N:20](C(OC(C)(C)C)=O)[CH2:19][CH2:18]3)[CH:7]=2)[CH2:5][O:4][CH2:3]1.C(=O)(O)[O-].[Na+], predict the reaction product. The product is: [NH:20]1[CH2:19][CH2:18][CH:17]([O:16][C:8]2[CH:7]=[C:6]([C:2]3([OH:1])[CH2:5][O:4][CH2:3]3)[CH:11]=[C:10]([C:12]([F:13])([F:15])[F:14])[N:9]=2)[CH2:22][CH2:21]1. (2) Given the reactants Br[CH2:2][CH2:3][CH2:4][CH2:5][CH2:6][CH2:7][CH2:8][CH2:9][O:10][C:11]1[CH:16]=[CH:15][C:14]([CH3:17])=[CH:13][CH:12]=1.[N-:18]=[N+:19]=[N-:20].[Na+].C(OCCCCCCCCCCN)CCC, predict the reaction product. The product is: [N:18]([CH2:2][CH2:3][CH2:4][CH2:5][CH2:6][CH2:7][CH2:8][CH2:9][O:10][C:11]1[CH:16]=[CH:15][C:14]([CH3:17])=[CH:13][CH:12]=1)=[N+:19]=[N-:20]. (3) Given the reactants [CH2:1]([CH:3]([N:6]1[C:10]2[CH:11]=[CH:12][C:13]([C:15](O)=[O:16])=[CH:14][C:9]=2[N:8]=[C:7]1[CH2:18][C:19]1[S:20][CH:21]=[CH:22][CH:23]=1)[CH2:4][CH3:5])[CH3:2].C1C=NC2N(O)N=NC=2C=1.CCN(C(C)C)C(C)C.Cl.[NH2:44][C:45]1([C:52]([O:54][CH3:55])=[O:53])[CH2:51][CH2:50][CH2:49][CH2:48][CH2:47][CH2:46]1.Cl, predict the reaction product. The product is: [CH3:55][O:54][C:52]([C:45]1([NH:44][C:15]([C:13]2[CH:12]=[CH:11][C:10]3[N:6]([CH:3]([CH2:1][CH3:2])[CH2:4][CH3:5])[C:7]([CH2:18][C:19]4[S:20][CH:21]=[CH:22][CH:23]=4)=[N:8][C:9]=3[CH:14]=2)=[O:16])[CH2:51][CH2:50][CH2:49][CH2:48][CH2:47][CH2:46]1)=[O:53]. (4) Given the reactants [C:1]([O:5][C:6]([N:8]1[CH2:13][CH2:12][CH2:11][CH2:10][CH:9]1[C:14]([OH:16])=O)=[O:7])([CH3:4])([CH3:3])[CH3:2].C(OC(=O)NC(C)C(N1CCCC1C(=O)[NH:33][CH:34]1[CH2:38][C:37](=[O:39])[O:36][CH:35]1[O:40][CH2:41][C:42]1[CH:47]=[CH:46][CH:45]=[CH:44][CH:43]=1)=O)(C)(C)C, predict the reaction product. The product is: [C:1]([O:5][C:6]([N:8]1[CH2:13][CH2:12][CH2:11][CH2:10][CH:9]1[C:14](=[O:16])[NH:33][CH:34]1[CH2:38][C:37](=[O:39])[O:36][CH:35]1[O:40][CH2:41][C:42]1[CH:47]=[CH:46][CH:45]=[CH:44][CH:43]=1)=[O:7])([CH3:2])([CH3:3])[CH3:4]. (5) Given the reactants [CH:1]([C:3]1[N:8]=[C:7]([C:9]([OH:11])=[O:10])[CH:6]=[CH:5][CH:4]=1)=O.[CH3:12][N:13]1[CH2:18][CH2:17][NH:16][CH2:15][CH2:14]1.C(O)(=O)C.C(O[BH-](OC(=O)C)OC(=O)C)(=O)C.[Na+], predict the reaction product. The product is: [CH3:12][N:13]1[CH2:18][CH2:17][N:16]([CH2:1][C:3]2[N:8]=[C:7]([C:9]([OH:11])=[O:10])[CH:6]=[CH:5][CH:4]=2)[CH2:15][CH2:14]1. (6) Given the reactants [N+:1]([C:4]1[CH:12]=[CH:11][CH:10]=[C:9]2[C:5]=1[CH:6]=[CH:7][N:8]2[CH2:13][C:14]1[C:22]2[C:17](=[N:18][CH:19]=[CH:20][CH:21]=2)[N:16]([C:23]([O:25][C:26]([CH3:29])([CH3:28])[CH3:27])=[O:24])[CH:15]=1)([O-])=O, predict the reaction product. The product is: [NH2:1][C:4]1[CH:12]=[CH:11][CH:10]=[C:9]2[C:5]=1[CH:6]=[CH:7][N:8]2[CH2:13][C:14]1[C:22]2[C:17](=[N:18][CH:19]=[CH:20][CH:21]=2)[N:16]([C:23]([O:25][C:26]([CH3:29])([CH3:28])[CH3:27])=[O:24])[CH:15]=1. (7) Given the reactants [CH:1]([N-]C(C)C)(C)C.[Li+].[C:9]([O:13][C:14]([C@@:16]1([CH2:30][CH2:31][O:32][Si:33]([C:36]([CH3:39])([CH3:38])[CH3:37])([CH3:35])[CH3:34])[CH2:20][C:19](=[O:21])[N:18]([C@@H:22]([C:24]2[CH:29]=[CH:28][CH:27]=[CH:26][CH:25]=2)[CH3:23])[CH2:17]1)=[O:15])([CH3:12])([CH3:11])[CH3:10].CI.C(O)(=O)CC(CC(O)=O)(C(O)=O)O, predict the reaction product. The product is: [C:9]([O:13][C:14]([C@@:16]1([CH2:30][CH2:31][O:32][Si:33]([C:36]([CH3:38])([CH3:37])[CH3:39])([CH3:35])[CH3:34])[CH:20]([CH3:1])[C:19](=[O:21])[N:18]([C@@H:22]([C:24]2[CH:25]=[CH:26][CH:27]=[CH:28][CH:29]=2)[CH3:23])[CH2:17]1)=[O:15])([CH3:12])([CH3:11])[CH3:10].